Dataset: Reaction yield outcomes from USPTO patents with 853,638 reactions. Task: Predict the reaction yield, written as a fraction of the theoretical maximum amount of product (1.0 means a 100% yield; for example, 0.34 means a 34% yield). (1) The reactants are [N:1]1([CH2:7][C:8]2[CH:9]=[CH:10][C:11]3[NH:17][C:16]4[CH:18]=[CH:19][C:20]([C:22]([O:24][CH2:25][CH3:26])=[O:23])=[CH:21][C:15]=4[CH2:14][CH2:13][C:12]=3[CH:27]=2)[CH2:6][CH2:5][CH2:4][CH2:3][CH2:2]1.[CH3:28][I:29]. The catalyst is ClCCl. The product is [I-:29].[CH2:25]([O:24][C:22]([C:20]1[CH:19]=[CH:18][C:16]2[NH:17][C:11]3[CH:10]=[CH:9][C:8]([CH2:7][N+:1]4([CH3:28])[CH2:2][CH2:3][CH2:4][CH2:5][CH2:6]4)=[CH:27][C:12]=3[CH2:13][CH2:14][C:15]=2[CH:21]=1)=[O:23])[CH3:26]. The yield is 1.00. (2) The reactants are [C:1]([O:5][C:6]([NH:8][C@@H:9]([CH:26]([CH3:28])[CH3:27])[C:10]([NH:12][C@@H:13]([CH3:25])[C:14]([N:16]1[CH2:21][CH2:20][CH2:19][C@@H:18]([C:22](O)=[O:23])[NH:17]1)=[O:15])=[O:11])=[O:7])([CH3:4])([CH3:3])[CH3:2].Cl.[CH3:30][O:31][C:32](=[O:51])[C:33]([CH3:50])([CH3:49])/[CH:34]=[CH:35]/[C:36]1[CH:45]=[C:44]2[C:39]([CH:40]=[CH:41][C:42]([C@H:46]([NH2:48])[CH3:47])=[N:43]2)=[CH:38][CH:37]=1.C(N(CC)C(C)C)(C)C.C[NH3+].F[P-](F)(F)(F)(F)F.N1(OC(N(C)C)=[N+](C)C)C2N=CC=CC=2N=N1.F[P-](F)(F)(F)(F)F. The yield is 0.730. The product is [CH3:30][O:31][C:32](=[O:51])[C:33]([CH3:50])([CH3:49])/[CH:34]=[CH:35]/[C:36]1[CH:45]=[C:44]2[C:39]([CH:40]=[CH:41][C:42]([C@H:46]([NH:48][C:22]([C@@H:18]3[CH2:19][CH2:20][CH2:21][N:16]([C:14](=[O:15])[C@@H:13]([NH:12][C:10](=[O:11])[C@@H:9]([NH:8][C:6]([O:5][C:1]([CH3:2])([CH3:4])[CH3:3])=[O:7])[CH:26]([CH3:28])[CH3:27])[CH3:25])[NH:17]3)=[O:23])[CH3:47])=[N:43]2)=[CH:38][CH:37]=1. The catalyst is C(#N)C. (3) The reactants are [Cl:1][CH2:2][C:3]([C:5]1[CH:10]=[CH:9][CH:8]=[CH:7][CH:6]=1)=[O:4].[O:11]=[C:12]1[CH2:16][CH2:15][CH2:14][N:13]1[CH:17]([C:29]1[CH:34]=[CH:33][CH:32]=[CH:31][CH:30]=1)[C:18]([O:20][C@@H:21]1[CH:26]2[CH2:27][CH2:28][N:23]([CH2:24][CH2:25]2)[CH2:22]1)=[O:19]. The catalyst is CCOC(C)=O.C(#N)C. The product is [Cl-:1].[O:4]=[C:3]([C:5]1[CH:10]=[CH:9][CH:8]=[CH:7][CH:6]=1)[CH2:2][N+:23]12[CH2:24][CH2:25][CH:26]([CH2:27][CH2:28]1)[C@@H:21]([O:20][C:18](=[O:19])[CH:17]([N:13]1[CH2:14][CH2:15][CH2:16][C:12]1=[O:11])[C:29]1[CH:34]=[CH:33][CH:32]=[CH:31][CH:30]=1)[CH2:22]2. The yield is 0.669. (4) The reactants are [CH3:1][C:2]1[CH:18]=[CH:17][C:5]([CH2:6][CH2:7][C:8]2[S:9][CH:10]=[CH:11][C:12]=2[S:13](Cl)(=[O:15])=[O:14])=[CH:4][CH:3]=1.[NH2:19][C:20]1[O:24][N:23]=[C:22]([CH3:25])[C:21]=1[Br:26]. No catalyst specified. The product is [Br:26][C:21]1[C:22]([CH3:25])=[N:23][O:24][C:20]=1[NH:19][S:13]([C:12]1[CH:11]=[CH:10][S:9][C:8]=1[CH2:7][CH2:6][C:5]1[CH:17]=[CH:18][C:2]([CH3:1])=[CH:3][CH:4]=1)(=[O:15])=[O:14]. The yield is 0.520. (5) The reactants are [NH2:1][N:2]1[C:6]([CH2:7][CH3:8])=[CH:5][CH:4]=[C:3]1[C:9]([C:11]1[CH:12]=[C:13]([CH:16]=[CH:17][CH:18]=1)[C:14]#[N:15])=O.[CH3:19][C:20](=O)[CH2:21][C:22](=[O:24])[CH3:23].O.C1(C)C=CC(S(O)(=O)=O)=CC=1. The product is [C:22]([C:21]1[C:20]([CH3:19])=[N:1][N:2]2[C:6]([CH2:7][CH3:8])=[CH:5][CH:4]=[C:3]2[C:9]=1[C:11]1[CH:12]=[C:13]([CH:16]=[CH:17][CH:18]=1)[C:14]#[N:15])(=[O:24])[CH3:23]. The catalyst is C1(C)C=CC=CC=1. The yield is 0.248. (6) The reactants are C[O:2][C:3](=[O:13])[C:4]1[CH:9]=[CH:8][C:7]([N+:10]([O-:12])=[O:11])=[CH:6][CH:5]=1.C[Si](C)(C)[C:16]([F:19])([F:18])[F:17].[F-].C([N+](CCCC)(CCCC)CCCC)CCC. The catalyst is ClCCl. The product is [F:17][C:16]([F:19])([F:18])[C:3]([C:4]1[CH:9]=[CH:8][C:7]([N+:10]([O-:12])=[O:11])=[CH:6][CH:5]=1)([OH:13])[OH:2]. The yield is 0.470. (7) The reactants are [CH3:1][O:2][C:3]1[C:8]([O:9][CH3:10])=[CH:7][C:6]([N+:11]([O-])=O)=[CH:5][N:4]=1.C(O)(=O)C.S(S([O-])=O)([O-])=O.[Na+].[Na+]. The catalyst is O. The product is [CH3:10][O:9][C:8]1[CH:7]=[C:6]([NH2:11])[CH:5]=[N:4][C:3]=1[O:2][CH3:1]. The yield is 0.290. (8) The reactants are [F:1][C:2]1[CH:3]=[CH:4][C:5]2[O:9][C:8](B(O)O)=[CH:7][C:6]=2[CH:13]=1.Cl[C:15]1[C:24]([N:25]([CH:27]([CH3:29])[CH3:28])[CH3:26])=[N:23][C:22]2[C:17](=[CH:18][CH:19]=[C:20]([C:30]([O:32][CH2:33]C)=[O:31])[CH:21]=2)[N:16]=1.[O-]P([O-])([O-])=O.[K+].[K+].[K+]. The catalyst is O1CCOCC1.O.C1C=CC([P]([Pd]([P](C2C=CC=CC=2)(C2C=CC=CC=2)C2C=CC=CC=2)([P](C2C=CC=CC=2)(C2C=CC=CC=2)C2C=CC=CC=2)[P](C2C=CC=CC=2)(C2C=CC=CC=2)C2C=CC=CC=2)(C2C=CC=CC=2)C2C=CC=CC=2)=CC=1. The product is [F:1][C:2]1[CH:3]=[CH:4][C:5]2[O:9][C:8]([C:15]3[C:24]([N:25]([CH:27]([CH3:29])[CH3:28])[CH3:26])=[N:23][C:22]4[C:17](=[CH:18][CH:19]=[C:20]([C:30]([O:32][CH3:33])=[O:31])[CH:21]=4)[N:16]=3)=[CH:7][C:6]=2[CH:13]=1. The yield is 0.810. (9) The reactants are [C:1]([NH:4][C:5]1[CH:6]=[C:7]([O:11][C:12](=[O:14])[CH3:13])[CH:8]=[CH:9][CH:10]=1)(=[O:3])[CH3:2].[N+:15]([O-])([OH:17])=[O:16]. No catalyst specified. The product is [C:1]([NH:4][C:5]1[CH:10]=[CH:9][C:8]([N+:15]([O-:17])=[O:16])=[C:7]([O:11][C:12](=[O:14])[CH3:13])[CH:6]=1)(=[O:3])[CH3:2]. The yield is 0.770. (10) The reactants are [N+:1]([C:4]1[CH:5]=[C:6]([S:10]([CH2:13][CH2:14][O:15][C:16](=[O:37])[CH2:17][CH2:18][CH2:19][CH2:20][CH2:21][NH:22][C:23](=[O:36])[CH2:24][O:25][C:26]2[CH:31]=[CH:30][C:29]([S:32](Cl)(=[O:34])=[O:33])=[CH:28][CH:27]=2)(=[O:12])=[O:11])[CH:7]=[CH:8][CH:9]=1)([O-:3])=[O:2].[CH3:38][C:39]1[C:40]([CH2:51][S:52]([C:54]2[NH:58][C:57]3[CH:59]=[CH:60][CH:61]=[CH:62][C:56]=3[N:55]=2)=[O:53])=[N:41][CH:42]=[CH:43][C:44]=1[O:45][CH2:46][C:47]([F:50])([F:49])[F:48].[H-].[Na+].O. The catalyst is C(Cl)Cl. The product is [N+:1]([C:4]1[CH:5]=[C:6]([S:10]([CH2:13][CH2:14][O:15][C:16](=[O:37])[CH2:17][CH2:18][CH2:19][CH2:20][CH2:21][NH:22][C:23](=[O:36])[CH2:24][O:25][C:26]2[CH:31]=[CH:30][C:29]([S:32]([N:55]3[C:56]4[CH:62]=[CH:61][CH:60]=[CH:59][C:57]=4[N:58]=[C:54]3[S:52]([CH2:51][C:40]3[C:39]([CH3:38])=[C:44]([O:45][CH2:46][C:47]([F:48])([F:49])[F:50])[CH:43]=[CH:42][N:41]=3)=[O:53])(=[O:34])=[O:33])=[CH:28][CH:27]=2)(=[O:12])=[O:11])[CH:7]=[CH:8][CH:9]=1)([O-:3])=[O:2]. The yield is 0.940.